From a dataset of NCI-60 drug combinations with 297,098 pairs across 59 cell lines. Regression. Given two drug SMILES strings and cell line genomic features, predict the synergy score measuring deviation from expected non-interaction effect. (1) Drug 1: CC12CCC(CC1=CCC3C2CCC4(C3CC=C4C5=CN=CC=C5)C)O. Drug 2: C1CN1P(=S)(N2CC2)N3CC3. Cell line: SF-295. Synergy scores: CSS=16.2, Synergy_ZIP=-6.40, Synergy_Bliss=-1.21, Synergy_Loewe=-5.62, Synergy_HSA=0.0553. (2) Drug 1: CS(=O)(=O)C1=CC(=C(C=C1)C(=O)NC2=CC(=C(C=C2)Cl)C3=CC=CC=N3)Cl. Cell line: HT29. Drug 2: CC1OCC2C(O1)C(C(C(O2)OC3C4COC(=O)C4C(C5=CC6=C(C=C35)OCO6)C7=CC(=C(C(=C7)OC)O)OC)O)O. Synergy scores: CSS=23.5, Synergy_ZIP=4.19, Synergy_Bliss=4.78, Synergy_Loewe=-4.14, Synergy_HSA=3.42. (3) Drug 1: CC1OCC2C(O1)C(C(C(O2)OC3C4COC(=O)C4C(C5=CC6=C(C=C35)OCO6)C7=CC(=C(C(=C7)OC)O)OC)O)O. Drug 2: CCCS(=O)(=O)NC1=C(C(=C(C=C1)F)C(=O)C2=CNC3=C2C=C(C=N3)C4=CC=C(C=C4)Cl)F. Cell line: NCI/ADR-RES. Synergy scores: CSS=-0.971, Synergy_ZIP=0.652, Synergy_Bliss=0.00426, Synergy_Loewe=-0.0898, Synergy_HSA=-1.53. (4) Drug 1: CN(CC1=CN=C2C(=N1)C(=NC(=N2)N)N)C3=CC=C(C=C3)C(=O)NC(CCC(=O)O)C(=O)O. Drug 2: C1=NNC2=C1C(=O)NC=N2. Cell line: PC-3. Synergy scores: CSS=35.2, Synergy_ZIP=7.37, Synergy_Bliss=1.65, Synergy_Loewe=-9.34, Synergy_HSA=-1.14. (5) Drug 1: CN1C(=O)N2C=NC(=C2N=N1)C(=O)N. Drug 2: CC1=C(N=C(N=C1N)C(CC(=O)N)NCC(C(=O)N)N)C(=O)NC(C(C2=CN=CN2)OC3C(C(C(C(O3)CO)O)O)OC4C(C(C(C(O4)CO)O)OC(=O)N)O)C(=O)NC(C)C(C(C)C(=O)NC(C(C)O)C(=O)NCCC5=NC(=CS5)C6=NC(=CS6)C(=O)NCCC[S+](C)C)O. Cell line: CCRF-CEM. Synergy scores: CSS=9.97, Synergy_ZIP=-1.51, Synergy_Bliss=4.11, Synergy_Loewe=-2.17, Synergy_HSA=0.0868. (6) Drug 1: COC1=NC(=NC2=C1N=CN2C3C(C(C(O3)CO)O)O)N. Drug 2: CCCCC(=O)OCC(=O)C1(CC(C2=C(C1)C(=C3C(=C2O)C(=O)C4=C(C3=O)C=CC=C4OC)O)OC5CC(C(C(O5)C)O)NC(=O)C(F)(F)F)O. Cell line: SK-MEL-5. Synergy scores: CSS=67.7, Synergy_ZIP=-3.45, Synergy_Bliss=-2.69, Synergy_Loewe=-2.69, Synergy_HSA=0.442.